Dataset: Full USPTO retrosynthesis dataset with 1.9M reactions from patents (1976-2016). Task: Predict the reactants needed to synthesize the given product. (1) Given the product [F:20][CH:2]([F:1])[O:3][C:4]1[C:9]2[O:10][C:11]3[CH:16]=[CH:15][N:14]=[CH:13][C:12]=3[C:8]=2[C:7]([CH:18]=[O:19])=[CH:6][CH:5]=1, predict the reactants needed to synthesize it. The reactants are: [F:1][CH:2]([F:20])[O:3][C:4]1[C:9]2[O:10][C:11]3[CH:16]=[CH:15][N+:14]([O-])=[CH:13][C:12]=3[C:8]=2[C:7]([CH:18]=[O:19])=[CH:6][CH:5]=1. (2) The reactants are: CN(C=O)C.[CH3:6][C:7]1([CH3:32])[CH2:11][C:10]2[C:12]([CH3:31])=[C:13]([N:18]3[CH2:23][CH2:22][N:21]([C:24]4[CH:29]=[CH:28][C:27]([CH3:30])=[CH:26][CH:25]=4)[CH2:20][CH2:19]3)[C:14]([CH3:17])=[C:15]([OH:16])[C:9]=2[O:8]1.Br[CH2:34][CH2:35][O:36][CH3:37].C(=O)([O-])[O-].[K+].[K+]. Given the product [CH3:37][O:36][CH2:35][CH2:34][O:16][C:15]1[C:9]2[O:8][C:7]([CH3:32])([CH3:6])[CH2:11][C:10]=2[C:12]([CH3:31])=[C:13]([N:18]2[CH2:19][CH2:20][N:21]([C:24]3[CH:25]=[CH:26][C:27]([CH3:30])=[CH:28][CH:29]=3)[CH2:22][CH2:23]2)[C:14]=1[CH3:17], predict the reactants needed to synthesize it. (3) Given the product [Cl:65][C:59]1[CH:60]=[C:61]([Cl:64])[CH:62]=[CH:63][C:58]=1[C:57]([N:54]1[CH2:53][CH2:52][N:51]([C:49](=[O:50])[CH2:48][NH:47][C:21](=[O:23])[C:20]2[CH:19]=[CH:18][C:17]([NH:16][C:10]3[CH:11]=[CH:12][CH:13]=[CH:14][CH:15]=3)=[CH:25][CH:24]=2)[CH2:56][CH2:55]1)=[O:66], predict the reactants needed to synthesize it. The reactants are: CCN(C(C)C)C(C)C.[C:10]1([NH:16][C:17]2[CH:25]=[CH:24][C:20]([C:21]([OH:23])=O)=[CH:19][CH:18]=2)[CH:15]=[CH:14][CH:13]=[CH:12][CH:11]=1.CCN=C=NCCCN(C)C.C1C=CC2N(O)N=NC=2C=1.[NH2:47][CH2:48][C:49]([N:51]1[CH2:56][CH2:55][N:54]([C:57](=[O:66])[C:58]2[CH:63]=[CH:62][C:61]([Cl:64])=[CH:60][C:59]=2[Cl:65])[CH2:53][CH2:52]1)=[O:50].C(O)(C(F)(F)F)=O. (4) Given the product [CH2:23]([C:20]1[CH:19]=[N:18][C:17]([N:8]2[CH2:9][CH2:10][N:5]3[CH:4]=[C:3]([C:11]([O:13][CH2:14][CH3:15])=[O:12])[N:2]=[C:6]3[CH2:7]2)=[N:22][CH:21]=1)[CH3:24], predict the reactants needed to synthesize it. The reactants are: Cl.[N:2]1[C:3]([C:11]([O:13][CH2:14][CH3:15])=[O:12])=[CH:4][N:5]2[CH2:10][CH2:9][NH:8][CH2:7][C:6]=12.Cl[C:17]1[N:22]=[CH:21][C:20]([CH2:23][CH3:24])=[CH:19][N:18]=1.C(C1C=NC(N2CCC(CCCO)CC2)=NC=1)C. (5) Given the product [N:18]1([C:2]2[CH:14]=[CH:13][C:5]([C:6]([O:8][C:9]([CH3:12])([CH3:11])[CH3:10])=[O:7])=[C:4]([N+:15]([O-:17])=[O:16])[CH:3]=2)[C:26]2[C:21](=[CH:22][CH:23]=[CH:24][CH:25]=2)[CH2:20][CH2:19]1, predict the reactants needed to synthesize it. The reactants are: Br[C:2]1[CH:14]=[CH:13][C:5]([C:6]([O:8][C:9]([CH3:12])([CH3:11])[CH3:10])=[O:7])=[C:4]([N+:15]([O-:17])=[O:16])[CH:3]=1.[NH:18]1[C:26]2[C:21](=[CH:22][CH:23]=[CH:24][CH:25]=2)[CH2:20][CH2:19]1.C(=O)([O-])[O-].[Cs+].[Cs+].C1(P(C2CCCCC2)C2C=CC=CC=2C2C(C(C)C)=CC(C(C)C)=CC=2C(C)C)CCCCC1.C(O)(=O)CC(CC(O)=O)(C(O)=O)O. (6) Given the product [CH3:17][O:16][Si:11]([O:14][CH3:15])([CH3:10])[O:5][Si:4]([CH:7]([CH3:9])[CH3:8])([CH:1]([CH3:3])[CH3:2])[O:6][Si:11]([O:16][CH3:17])([O:14][CH3:15])[CH3:10], predict the reactants needed to synthesize it. The reactants are: [CH:1]([Si:4]([CH:7]([CH3:9])[CH3:8])([OH:6])[OH:5])([CH3:3])[CH3:2].[CH3:10][Si:11]([O:16][CH3:17])([O:14][CH3:15])OC. (7) Given the product [F:18][C:19]1[C:24]([F:25])=[CH:23][CH:22]=[CH:21][C:20]=1[C:26]1[N:27]=[C:28]2[C:33]([NH2:34])=[N:32][N:31]([CH2:2][C:3]3[O:7][N:6]=[C:5]([C:8]4[CH:13]=[CH:12][C:11]([C:14]([F:17])([F:16])[F:15])=[CH:10][CH:9]=4)[CH:4]=3)[CH:30]=[C:29]2[N:35]=1, predict the reactants needed to synthesize it. The reactants are: Cl[CH2:2][C:3]1[O:7][N:6]=[C:5]([C:8]2[CH:13]=[CH:12][C:11]([C:14]([F:17])([F:16])[F:15])=[CH:10][CH:9]=2)[CH:4]=1.[F:18][C:19]1[C:24]([F:25])=[CH:23][CH:22]=[CH:21][C:20]=1[C:26]1[N:27]=[C:28]2[C:33]([NH2:34])=[N:32][NH:31][CH:30]=[C:29]2[N:35]=1.